The task is: Binary Classification. Given a T-cell receptor sequence (or CDR3 region) and an epitope sequence, predict whether binding occurs between them.. This data is from TCR-epitope binding with 47,182 pairs between 192 epitopes and 23,139 TCRs. The epitope is FVRATATIPI. The TCR CDR3 sequence is CASSRLAGSTDTQYF. Result: 0 (the TCR does not bind to the epitope).